This data is from Forward reaction prediction with 1.9M reactions from USPTO patents (1976-2016). The task is: Predict the product of the given reaction. (1) Given the reactants C([N:8]1[C:16]([CH3:18])([CH3:17])[C:15]2[C:10](=[CH:11][CH:12]=[CH:13][CH:14]=2)[C:9]1([CH3:20])[CH3:19])C1C=CC=CC=1.[H][H], predict the reaction product. The product is: [CH3:17][C:16]1([CH3:18])[C:15]2[C:10](=[CH:11][CH:12]=[CH:13][CH:14]=2)[C:9]([CH3:20])([CH3:19])[NH:8]1. (2) Given the reactants Cl.[CH3:2][C:3]1[CH:8]=[CH:7][CH:6]=[C:5]([O:9][C:10]2[CH:15]=[CH:14][CH:13]=[C:12]([CH:16]=[C:17]3[CH2:22][CH2:21][NH:20][CH2:19][CH2:18]3)[CH:11]=2)[N:4]=1.[N:23]1[CH:28]=[CH:27][CH:26]=[C:25]([NH:29][C:30](=O)[O:31]C2C=CC=CC=2)[N:24]=1.C(N(CC)CC)C, predict the reaction product. The product is: [CH3:2][C:3]1[N:4]=[C:5]([O:9][C:10]2[CH:11]=[C:12]([CH:13]=[CH:14][CH:15]=2)[CH:16]=[C:17]2[CH2:22][CH2:21][N:20]([C:30]([NH:29][C:25]3[N:24]=[N:23][CH:28]=[CH:27][CH:26]=3)=[O:31])[CH2:19][CH2:18]2)[CH:6]=[CH:7][CH:8]=1. (3) Given the reactants [F:1][C:2]1[CH:3]=[C:4]([CH:7]=[CH:8][CH:9]=1)[CH:5]=O.ClC1C=[C:13](C=CC=1)[CH:14]=[O:15].[CH3:19][Si:20]([CH3:27])([CH3:26])N[Si:20]([CH3:27])([CH3:26])[CH3:19].C([Li])CCC.C[Si](Cl)(C)C.C([N:40](CC)CC)C.C(Cl)(=O)C, predict the reaction product. The product is: [F:1][C:2]1[CH:3]=[C:4]([CH:5]=[N:40][C:14]([O:13][Si:20]([CH3:27])([CH3:26])[CH3:19])=[CH2:15])[CH:7]=[CH:8][CH:9]=1. (4) Given the reactants Cl[C:2]1[N:7]=[CH:6][C:5]([Br:8])=[CH:4][N:3]=1.[NH2:9][C:10]1[CH:15]=[CH:14][CH:13]=[CH:12][CH:11]=1, predict the reaction product. The product is: [Br:8][C:5]1[CH:4]=[N:3][C:2]([NH:9][C:10]2[CH:15]=[CH:14][CH:13]=[CH:12][CH:11]=2)=[N:7][CH:6]=1. (5) Given the reactants [CH3:1][O:2][C:3]1[N:8]=[C:7]([CH3:9])[C:6](Br)=[CH:5][CH:4]=1.C([Li])CCC.[B:16](OC(C)C)([O:21]C(C)C)[O:17]C(C)C.C(O)(=O)C, predict the reaction product. The product is: [CH3:1][O:2][C:3]1[N:8]=[C:7]([CH3:9])[C:6]([B:16]([OH:21])[OH:17])=[CH:5][CH:4]=1. (6) Given the reactants [F:1][C:2]1[CH:7]=[C:6]([C:8](O)([CH3:10])[CH3:9])[CH:5]=[CH:4][C:3]=1[OH:12], predict the reaction product. The product is: [F:1][C:2]1[CH:7]=[C:6]([CH:8]([CH3:9])[CH3:10])[CH:5]=[CH:4][C:3]=1[OH:12]. (7) Given the reactants [CH2:1]([N:8]1[C:16]2[C:11](=[CH:12][CH:13]=[C:14]([OH:17])[CH:15]=2)[C:10]([C:18]([NH:20][CH2:21][C:22]2[CH:27]=[CH:26][C:25]([F:28])=[C:24]([F:29])[CH:23]=2)=[O:19])=[C:9]1[CH:30]([CH3:32])[CH3:31])[C:2]1[CH:7]=[CH:6][CH:5]=[CH:4][CH:3]=1.C([O-])([O-])=O.[K+].[K+].Cl.[CH3:40][N:41]([CH3:45])[CH2:42][CH2:43]Cl, predict the reaction product. The product is: [CH2:1]([N:8]1[C:16]2[C:11](=[CH:12][CH:13]=[C:14]([O:17][CH2:43][CH2:42][N:41]([CH3:45])[CH3:40])[CH:15]=2)[C:10]([C:18]([NH:20][CH2:21][C:22]2[CH:27]=[CH:26][C:25]([F:28])=[C:24]([F:29])[CH:23]=2)=[O:19])=[C:9]1[CH:30]([CH3:32])[CH3:31])[C:2]1[CH:7]=[CH:6][CH:5]=[CH:4][CH:3]=1. (8) Given the reactants C(=O)([O:7][C:8]1[CH:13]=[CH:12][C:11]([NH:14][C:15]([C:17]2[N:21]=[C:20]([C:22]([Cl:25])([Cl:24])[Cl:23])[N:19]([C:26]3[CH:31]=[CH:30][CH:29]=[CH:28][CH:27]=3)[N:18]=2)=[O:16])=[C:10]([Cl:32])[CH:9]=1)OC(C)(C)C.Cl, predict the reaction product. The product is: [Cl:32][C:10]1[CH:9]=[C:8]([OH:7])[CH:13]=[CH:12][C:11]=1[NH:14][C:15]([C:17]1[N:21]=[C:20]([C:22]([Cl:23])([Cl:25])[Cl:24])[N:19]([C:26]2[CH:27]=[CH:28][CH:29]=[CH:30][CH:31]=2)[N:18]=1)=[O:16]. (9) Given the reactants [Cl:1][C:2]1[C:3](F)=[C:4]([F:20])[CH:5]=[C:6]2[C:11]=1[N:10]([C@@H:12]1[CH2:14][C@@H:13]1[F:15])[CH:9]=[C:8]([C:16]([OH:18])=[O:17])[C:7]2=[O:19].[CH:22]1([NH:25][CH2:26][C@@H:27]2[C@H:31]([F:32])[CH2:30][NH:29][CH2:28]2)[CH2:24][CH2:23]1, predict the reaction product. The product is: [Cl:1][C:2]1[C:3]([N:29]2[CH2:30][C@@H:31]([F:32])[C@@H:27]([CH2:26][NH:25][CH:22]3[CH2:23][CH2:24]3)[CH2:28]2)=[C:4]([F:20])[CH:5]=[C:6]2[C:11]=1[N:10]([C@@H:12]1[CH2:14][C@@H:13]1[F:15])[CH:9]=[C:8]([C:16]([OH:18])=[O:17])[C:7]2=[O:19].